The task is: Regression. Given two drug SMILES strings and cell line genomic features, predict the synergy score measuring deviation from expected non-interaction effect.. This data is from NCI-60 drug combinations with 297,098 pairs across 59 cell lines. (1) Drug 1: CCC1=CC2CC(C3=C(CN(C2)C1)C4=CC=CC=C4N3)(C5=C(C=C6C(=C5)C78CCN9C7C(C=CC9)(C(C(C8N6C)(C(=O)OC)O)OC(=O)C)CC)OC)C(=O)OC.C(C(C(=O)O)O)(C(=O)O)O. Drug 2: CN(C)C1=NC(=NC(=N1)N(C)C)N(C)C. Cell line: KM12. Synergy scores: CSS=43.9, Synergy_ZIP=-10.5, Synergy_Bliss=-11.0, Synergy_Loewe=-13.9, Synergy_HSA=-3.49. (2) Drug 1: CN(C)C1=NC(=NC(=N1)N(C)C)N(C)C. Drug 2: CC1C(C(=O)NC(C(=O)N2CCCC2C(=O)N(CC(=O)N(C(C(=O)O1)C(C)C)C)C)C(C)C)NC(=O)C3=C4C(=C(C=C3)C)OC5=C(C(=O)C(=C(C5=N4)C(=O)NC6C(OC(=O)C(N(C(=O)CN(C(=O)C7CCCN7C(=O)C(NC6=O)C(C)C)C)C)C(C)C)C)N)C. Cell line: SNB-19. Synergy scores: CSS=3.09, Synergy_ZIP=6.40, Synergy_Bliss=9.77, Synergy_Loewe=8.90, Synergy_HSA=8.00. (3) Drug 1: CC(C)(C#N)C1=CC(=CC(=C1)CN2C=NC=N2)C(C)(C)C#N. Drug 2: CC1C(C(CC(O1)OC2CC(CC3=C2C(=C4C(=C3O)C(=O)C5=C(C4=O)C(=CC=C5)OC)O)(C(=O)CO)O)N)O.Cl. Cell line: HS 578T. Synergy scores: CSS=38.7, Synergy_ZIP=-0.149, Synergy_Bliss=-0.369, Synergy_Loewe=-0.131, Synergy_HSA=0.608. (4) Drug 1: CC1C(C(=O)NC(C(=O)N2CCCC2C(=O)N(CC(=O)N(C(C(=O)O1)C(C)C)C)C)C(C)C)NC(=O)C3=C4C(=C(C=C3)C)OC5=C(C(=O)C(=C(C5=N4)C(=O)NC6C(OC(=O)C(N(C(=O)CN(C(=O)C7CCCN7C(=O)C(NC6=O)C(C)C)C)C)C(C)C)C)N)C. Drug 2: CCN(CC)CCNC(=O)C1=C(NC(=C1C)C=C2C3=C(C=CC(=C3)F)NC2=O)C. Cell line: M14. Synergy scores: CSS=2.10, Synergy_ZIP=0.885, Synergy_Bliss=2.46, Synergy_Loewe=2.25, Synergy_HSA=0.619. (5) Drug 1: CC1=C2C(C(=O)C3(C(CC4C(C3C(C(C2(C)C)(CC1OC(=O)C(C(C5=CC=CC=C5)NC(=O)OC(C)(C)C)O)O)OC(=O)C6=CC=CC=C6)(CO4)OC(=O)C)OC)C)OC. Drug 2: CC1=C(C(=O)C2=C(C1=O)N3CC4C(C3(C2COC(=O)N)OC)N4)N. Cell line: IGROV1. Synergy scores: CSS=27.3, Synergy_ZIP=-12.6, Synergy_Bliss=-14.2, Synergy_Loewe=-10.9, Synergy_HSA=-9.73. (6) Drug 1: C1CN1P(=S)(N2CC2)N3CC3. Drug 2: C(CN)CNCCSP(=O)(O)O. Cell line: SK-OV-3. Synergy scores: CSS=5.83, Synergy_ZIP=-2.39, Synergy_Bliss=-1.61, Synergy_Loewe=-11.4, Synergy_HSA=-2.90. (7) Drug 1: CN(C(=O)NC(C=O)C(C(C(CO)O)O)O)N=O. Drug 2: CC1C(C(CC(O1)OC2CC(CC3=C2C(=C4C(=C3O)C(=O)C5=C(C4=O)C(=CC=C5)OC)O)(C(=O)CO)O)N)O.Cl. Cell line: SK-MEL-2. Synergy scores: CSS=64.2, Synergy_ZIP=1.94, Synergy_Bliss=1.64, Synergy_Loewe=-52.8, Synergy_HSA=2.03. (8) Drug 1: CN1C(=O)N2C=NC(=C2N=N1)C(=O)N. Drug 2: CC1C(C(CC(O1)OC2CC(CC3=C2C(=C4C(=C3O)C(=O)C5=C(C4=O)C(=CC=C5)OC)O)(C(=O)CO)O)N)O.Cl. Cell line: NCI-H322M. Synergy scores: CSS=13.3, Synergy_ZIP=-3.04, Synergy_Bliss=-2.58, Synergy_Loewe=-13.0, Synergy_HSA=-4.24.